This data is from Reaction yield outcomes from USPTO patents with 853,638 reactions. The task is: Predict the reaction yield, written as a fraction of the theoretical maximum amount of product (1.0 means a 100% yield; for example, 0.34 means a 34% yield). (1) The product is [Br:1][C:2]1[CH:7]=[CH:6][C:5]([NH:8][C:9]2[C:10]([CH:25]=[O:26])=[CH:11][C:12]3[N:16]([CH2:17][CH2:18][S:19]([CH3:22])(=[O:21])=[O:20])[CH:15]=[N:14][C:13]=3[C:23]=2[F:24])=[C:4]([Cl:27])[CH:3]=1. The reactants are [Br:1][C:2]1[CH:7]=[CH:6][C:5]([NH:8][C:9]2[C:10]([CH2:25][OH:26])=[CH:11][C:12]3[N:16]([CH2:17][CH2:18][S:19]([CH3:22])(=[O:21])=[O:20])[CH:15]=[N:14][C:13]=3[C:23]=2[F:24])=[C:4]([Cl:27])[CH:3]=1.CC(C)=O. The catalyst is C1COCC1.O=[Mn]=O. The yield is 0.820. (2) The reactants are [CH3:1][C:2]1[NH:3][CH:4]=[C:5]([CH3:12])[C:6]=1[CH2:7][CH2:8][C:9]([OH:11])=O.C(N1C=CN=C1)(N1C=CN=C1)=O.[NH:25]1[CH2:30][CH2:29][O:28][CH2:27][CH2:26]1.C(N(CC)C(C)C)(C)C. The catalyst is ClCCl. The product is [CH3:1][C:2]1[NH:3][CH:4]=[C:5]([CH3:12])[C:6]=1[CH2:7][CH2:8][C:9]([N:25]1[CH2:30][CH2:29][O:28][CH2:27][CH2:26]1)=[O:11]. The yield is 0.960.